Dataset: NCI-60 drug combinations with 297,098 pairs across 59 cell lines. Task: Regression. Given two drug SMILES strings and cell line genomic features, predict the synergy score measuring deviation from expected non-interaction effect. (1) Synergy scores: CSS=55.9, Synergy_ZIP=-0.456, Synergy_Bliss=2.55, Synergy_Loewe=-24.5, Synergy_HSA=3.24. Cell line: SK-MEL-2. Drug 1: CCC1=CC2CC(C3=C(CN(C2)C1)C4=CC=CC=C4N3)(C5=C(C=C6C(=C5)C78CCN9C7C(C=CC9)(C(C(C8N6C)(C(=O)OC)O)OC(=O)C)CC)OC)C(=O)OC.C(C(C(=O)O)O)(C(=O)O)O. Drug 2: C1C(C(OC1N2C=NC3=C2NC=NCC3O)CO)O. (2) Drug 2: C1CCC(C(C1)N)N.C(=O)(C(=O)[O-])[O-].[Pt+4]. Synergy scores: CSS=40.9, Synergy_ZIP=0.621, Synergy_Bliss=2.91, Synergy_Loewe=1.10, Synergy_HSA=4.91. Cell line: SN12C. Drug 1: CC1=C2C(C(=O)C3(C(CC4C(C3C(C(C2(C)C)(CC1OC(=O)C(C(C5=CC=CC=C5)NC(=O)C6=CC=CC=C6)O)O)OC(=O)C7=CC=CC=C7)(CO4)OC(=O)C)O)C)OC(=O)C. (3) Drug 1: CN(C)N=NC1=C(NC=N1)C(=O)N. Drug 2: C#CCC(CC1=CN=C2C(=N1)C(=NC(=N2)N)N)C3=CC=C(C=C3)C(=O)NC(CCC(=O)O)C(=O)O. Cell line: UACC-257. Synergy scores: CSS=-6.88, Synergy_ZIP=2.79, Synergy_Bliss=-3.71, Synergy_Loewe=-10.8, Synergy_HSA=-9.52. (4) Drug 1: C1=CC=C(C(=C1)C(C2=CC=C(C=C2)Cl)C(Cl)Cl)Cl. Drug 2: CC1CCC2CC(C(=CC=CC=CC(CC(C(=O)C(C(C(=CC(C(=O)CC(OC(=O)C3CCCCN3C(=O)C(=O)C1(O2)O)C(C)CC4CCC(C(C4)OC)O)C)C)O)OC)C)C)C)OC. Cell line: SK-MEL-5. Synergy scores: CSS=14.9, Synergy_ZIP=1.79, Synergy_Bliss=3.86, Synergy_Loewe=-0.0118, Synergy_HSA=3.34. (5) Drug 1: CC1=C(C(=CC=C1)Cl)NC(=O)C2=CN=C(S2)NC3=CC(=NC(=N3)C)N4CCN(CC4)CCO. Drug 2: CC12CCC3C(C1CCC2O)C(CC4=C3C=CC(=C4)O)CCCCCCCCCS(=O)CCCC(C(F)(F)F)(F)F. Cell line: RXF 393. Synergy scores: CSS=11.3, Synergy_ZIP=-4.00, Synergy_Bliss=1.53, Synergy_Loewe=-14.1, Synergy_HSA=0.915.